Dataset: Full USPTO retrosynthesis dataset with 1.9M reactions from patents (1976-2016). Task: Predict the reactants needed to synthesize the given product. (1) Given the product [OH:40][C@@H:39]([CH3:41])[CH2:38][O:1][C:2]1[CH:11]=[C:10]2[C:5]([C:6]([O:12][C:13]3[CH:14]=[CH:15][C:16]([NH:19][C:20]([C:22]4[C:23](=[O:35])[N:24]([C:29]5[CH:30]=[CH:31][CH:32]=[CH:33][CH:34]=5)[N:25]([CH3:28])[C:26]=4[CH3:27])=[O:21])=[CH:17][CH:18]=3)=[CH:7][CH:8]=[N:9]2)=[CH:4][C:3]=1[O:36][CH3:37], predict the reactants needed to synthesize it. The reactants are: [OH:1][C:2]1[CH:11]=[C:10]2[C:5]([C:6]([O:12][C:13]3[CH:18]=[CH:17][C:16]([NH:19][C:20]([C:22]4[C:23](=[O:35])[N:24]([C:29]5[CH:34]=[CH:33][CH:32]=[CH:31][CH:30]=5)[N:25]([CH3:28])[C:26]=4[CH3:27])=[O:21])=[CH:15][CH:14]=3)=[CH:7][CH:8]=[N:9]2)=[CH:4][C:3]=1[O:36][CH3:37].[CH3:38][C@H:39]1[CH2:41][O:40]1.C([O-])([O-])=O.[K+].[K+]. (2) Given the product [C:11]([O:14][CH2:15][C:16]1[C:17]([C:2]2[C:3]([CH3:10])=[N:4][C:5]([O:8][CH3:9])=[CH:6][CH:7]=2)=[CH:18][CH:19]=[CH:20][C:21]=1[N:22]1[N:31]=[CH:30][C:29]2[C:24](=[C:25]([F:36])[CH:26]=[C:27]([C:32]([CH3:34])([CH3:33])[CH3:35])[CH:28]=2)[C:23]1=[O:37])(=[O:13])[CH3:12], predict the reactants needed to synthesize it. The reactants are: Br[C:2]1[C:3]([CH3:10])=[N:4][C:5]([O:8][CH3:9])=[CH:6][CH:7]=1.[C:11]([O:14][CH2:15][C:16]1[C:21]([N:22]2[N:31]=[CH:30][C:29]3[C:24](=[C:25]([F:36])[CH:26]=[C:27]([C:32]([CH3:35])([CH3:34])[CH3:33])[CH:28]=3)[C:23]2=[O:37])=[CH:20][CH:19]=[CH:18][C:17]=1[B-](F)(F)F)(=[O:13])[CH3:12].[K+].[O-]P([O-])([O-])=O.[K+].[K+].[K+].CC(C1C=C(C(C)C)C(C2C=CC=CC=2P(C2CCCCC2)C2CCCCC2)=C(C(C)C)C=1)C. (3) Given the product [CH3:14][O:18][N:21]([CH3:20])[C:5](=[O:7])[C:4]1[CH:8]=[C:9]([O:12][CH3:13])[CH:10]=[CH:11][C:3]=1[O:2][CH3:1], predict the reactants needed to synthesize it. The reactants are: [CH3:1][O:2][C:3]1[CH:11]=[CH:10][C:9]([O:12][CH3:13])=[CH:8][C:4]=1[C:5]([OH:7])=O.[C:14](Cl)(=[O:18])C(Cl)=O.[CH3:20][N:21](C=O)C.C(N(CC)CC)C.